Dataset: Forward reaction prediction with 1.9M reactions from USPTO patents (1976-2016). Task: Predict the product of the given reaction. (1) Given the reactants [NH2:1][CH2:2][CH2:3][C:4]1[C:12]2[C:7](=[CH:8][CH:9]=[CH:10][CH:11]=2)[NH:6][CH:5]=1.[C:13]1(=O)[O:18][C:16](=[O:17])[C:15]2=[CH:19][CH:20]=[CH:21][CH:22]=[C:14]12, predict the reaction product. The product is: [NH:6]1[C:7]2[C:12](=[CH:11][CH:10]=[CH:9][CH:8]=2)[C:4]([CH2:3][CH2:2][N:1]2[C:16](=[O:17])[C:15]3[C:14](=[CH:22][CH:21]=[CH:20][CH:19]=3)[C:13]2=[O:18])=[CH:5]1. (2) Given the reactants [Cl:1][C:2]1[CH:7]=[N:6][CH:5]=[C:4]([NH:8][C@@H:9]([CH3:13])[CH2:10][O:11][CH3:12])[N:3]=1.C1C(=O)N([Br:21])C(=O)C1, predict the reaction product. The product is: [Br:21][C:7]1[C:2]([Cl:1])=[N:3][C:4]([NH:8][C@@H:9]([CH3:13])[CH2:10][O:11][CH3:12])=[CH:5][N:6]=1. (3) Given the reactants [C:1]1([CH:7]([C:29]2[CH:34]=[CH:33][CH:32]=[CH:31][CH:30]=2)[N:8]2[C:16]3[C:11](=[CH:12][CH:13]=[CH:14][CH:15]=3)[C:10](O)([C:17]3[C:25]4[C:21](=[N:22][O:23][N:24]=4)[CH:20]=[CH:19][C:18]=3[OH:26])[C:9]2=[O:28])[CH:6]=[CH:5][CH:4]=[CH:3][CH:2]=1.FC(F)(F)C(O)=O, predict the reaction product. The product is: [C:1]1([CH:7]([C:29]2[CH:34]=[CH:33][CH:32]=[CH:31][CH:30]=2)[N:8]2[C:16]3[C:11](=[CH:12][CH:13]=[CH:14][CH:15]=3)[CH:10]([C:17]3[C:25]4[C:21](=[N:22][O:23][N:24]=4)[CH:20]=[CH:19][C:18]=3[OH:26])[C:9]2=[O:28])[CH:2]=[CH:3][CH:4]=[CH:5][CH:6]=1.